The task is: Predict the reactants needed to synthesize the given product.. This data is from Full USPTO retrosynthesis dataset with 1.9M reactions from patents (1976-2016). (1) The reactants are: [CH3:1][N:2]1[CH2:11][CH2:10][C:9]2[C:4](=[CH:5][C:6]([N+:12]([O-])=O)=[CH:7][CH:8]=2)[CH2:3]1. Given the product [CH3:1][N:2]1[CH2:11][CH2:10][C:9]2[C:4](=[CH:5][C:6]([NH2:12])=[CH:7][CH:8]=2)[CH2:3]1, predict the reactants needed to synthesize it. (2) Given the product [O:2]1[C:6]2[CH:7]=[CH:8][CH:9]=[C:10]([CH:11]3[CH2:16][CH2:15][N:14]([CH2:17][CH2:18][C@H:19]4[CH2:20][CH2:21][C@H:22]([NH:25][C:29](=[O:30])[CH2:28][C:26]#[N:27])[CH2:23][CH2:24]4)[CH2:13][CH2:12]3)[C:5]=2[O:4][CH2:3]1, predict the reactants needed to synthesize it. The reactants are: Cl.[O:2]1[C:6]2[CH:7]=[CH:8][CH:9]=[C:10]([CH:11]3[CH2:16][CH2:15][N:14]([CH2:17][CH2:18][C@H:19]4[CH2:24][CH2:23][C@H:22]([NH2:25])[CH2:21][CH2:20]4)[CH2:13][CH2:12]3)[C:5]=2[O:4][CH2:3]1.[C:26]([CH2:28][C:29](O)=[O:30])#[N:27].